This data is from Experimentally validated miRNA-target interactions with 360,000+ pairs, plus equal number of negative samples. The task is: Binary Classification. Given a miRNA mature sequence and a target amino acid sequence, predict their likelihood of interaction. (1) The miRNA is hsa-let-7b-5p with sequence UGAGGUAGUAGGUUGUGUGGUU. Result: 1 (interaction). The protein sequence of the target gene is MKSIILFVLSLLLILEKQAAVMGQKGGSKGQLPSGSSQFPHGQKGQHYFGQKDQQHTKSKGSFSIQHTYHVDINDHDWTRKSQQYDLNALHKATKSKQHLGGSQQLLNYKQEGRDHDKSKGHFHMIVIHHKGGQAHHGTQNPSQDQGNSPSGKGLSSQCSNTEKRLWVHGLSKEQASASGAQKGRTQGGSQSSYVLQTEELVVNKQQRETKNSHQNKGHYQNVVDVREEHSSKLQTSLHPAHQDRLQHGPKDIFTTQDELLVYNKNQHQTKNLSQDQEHGRKAHKISYPSSRTEERQLHH.... (2) The miRNA is hsa-miR-586 with sequence UAUGCAUUGUAUUUUUAGGUCC. The protein sequence of the target gene is MAADTRAKAVTLDLRRRLLSSSCRLFFPEDPVKIIRGQGQYLYDEQGREYLDCINNVAHVGHCHPTVVQAAHEQNLVLNTNSRYLHDNIVDYAQRLSETLPEQLSVFYFLNSGSEANDLALRLARQYTGHQDVVVLDHAYHGHLSSLIDISPYKFRNLGGQKEWVHVAPLPDTYRGPYREDHPNPAEAYANEVKHVISSAQQKGRKIAAFFAESLPSVSGQIIPPAGYFSQVAEHIHRAGGLFVADEIQVGFGRIGKHFWAFQLEGEDFVPDIVTMGKSIGNGHPVACMATTQAVSRAFE.... Result: 0 (no interaction). (3) The miRNA is cel-miR-236-3p with sequence UAAUACUGUCAGGUAAUGACGCU. The protein sequence of the target gene is MAASGDPGSAESYRSPLAARYASREMCFLFSDRYKFQTWRQLWLWLAEAEQTLGLPITDEQIQEMKSNLNNIDFQMAAEEEKRLRHDVMAHVHTFGHCCPKAAGIIHLGATSCYVGDNTDLIILRNAFDLLLPKLARVISRLADFAKDRADLPTLGFTHFQPAQLTTVGKRCCLWIQDLCMDLQNLKRVRDELRFRGVKGTTGTQASFLQLFEGDHQKVEQLDKMVTEKAGFKRAFIITGQTYTRKVDIEVLSVLASLGASVHKICTDIRLLANLKEMEEPFEKQQIGSSAMPYKRNPMR.... Result: 0 (no interaction). (4) The miRNA is mmu-miR-3073a-5p with sequence GUGGUCACAGUUGGCGCCAGCC. The protein sequence of the target gene is MAIRKKSTKSPPVLSHEFVLQNHADIVSCVAMVFLLGLMFEITAKASIIFVTLQYNVTLPATEEQATESVSLYYYGIKDLATVFFYMLVAIIIHAVIQEYMLDKINRRMHFSKTKHSKFNESGQLSAFYLFACVWGTFILISENYISDPTILWRAYPHNLMTFQMKFFYISQLAYWLHAFPELYFQKTKKEDIPRQLVYIGLYLFHIAGAYLLNLNHLGLVLLVLHYFVEFLFHISRLFYFSNEKYQKGFSLWAVLFVLGRLLTLILSVLTVGFGLARAENQKLDFSTGNFNVLAVRIAV.... Result: 0 (no interaction). (5) The miRNA is hsa-miR-935 with sequence CCAGUUACCGCUUCCGCUACCGC. The protein sequence of the target gene is MWQPATERLQHFQTMLKSKLNVLTLKKEPIPAVLFHEPEAIELCTTTPLMKARTHSGCKVTYLGKVSTTGMQFLSGCTEKPVIELWKKHTLAREDVFPANALLEIRPFQVWLHHLDHKGEATVHMDTFQVARIAYCTADHNVSPNIFAWVYREINDDLSYQMDCHAVQCESKLEAKKLAHAMMEAFKKTFHSMKSDGRIHRSSSSEEASQELESDDG. Result: 0 (no interaction).